Dataset: Forward reaction prediction with 1.9M reactions from USPTO patents (1976-2016). Task: Predict the product of the given reaction. (1) The product is: [C:14]([N:17]1[CH2:22][CH2:21][N:20]([CH2:2][C:3]2[CH:8]=[CH:7][C:6]([CH2:9][NH:10][C:11](=[O:13])[CH3:12])=[CH:5][CH:4]=2)[CH2:19][CH2:18]1)(=[O:16])[CH3:15]. Given the reactants Cl[CH2:2][C:3]1[CH:8]=[CH:7][C:6]([CH2:9][NH:10][C:11](=[O:13])[CH3:12])=[CH:5][CH:4]=1.[C:14]([N:17]1[CH2:22][CH2:21][NH:20][CH2:19][CH2:18]1)(=[O:16])[CH3:15].C(=O)([O-])[O-].[K+].[K+].O, predict the reaction product. (2) Given the reactants [Br:1][C:2]1[CH:3]=[C:4]([CH:11]([CH3:13])[CH3:12])[C:5]([OH:10])=[C:6]([CH:9]=1)[CH:7]=[O:8].[C:14](=O)([O-])[O-].[K+].[K+].COS(=O)(=O)OC.O, predict the reaction product. The product is: [Br:1][C:2]1[CH:3]=[C:4]([CH:11]([CH3:13])[CH3:12])[C:5]([O:10][CH3:14])=[C:6]([CH:9]=1)[CH:7]=[O:8]. (3) Given the reactants [C:1]([C:4]1[C:5]([NH:13][C:14]2[CH:23]=[CH:22][C:17]([C:18]([O:20][CH3:21])=[O:19])=[CH:16][C:15]=2[O:24][CH2:25]C)=[N:6][C:7]([S:11][CH3:12])=[N:8][C:9]=1Cl)(=[O:3])[NH2:2].O.[NH2:28][NH2:29], predict the reaction product. The product is: [C:1]([C:4]1[C:5]([NH:13][C:14]2[CH:23]=[CH:22][C:17]([C:18]([O:20][CH3:21])=[O:19])=[CH:16][C:15]=2[O:24][CH3:25])=[N:6][C:7]([S:11][CH3:12])=[N:8][C:9]=1[NH:28][NH2:29])(=[O:3])[NH2:2]. (4) Given the reactants [NH2:1][C:2]1[CH:23]=[CH:22][C:5]([O:6][C:7]2[CH:8]=[CH:9][C:10]3[N:11]([CH:13]=[C:14]([NH:16][C:17]([CH:19]4[CH2:21][CH2:20]4)=[O:18])[N:15]=3)[CH:12]=2)=[C:4]([F:24])[CH:3]=1.[CH2:25]([C:27]1[N:32]([C:33]2[CH:38]=[CH:37][C:36]([F:39])=[CH:35][CH:34]=2)[C:31](=[O:40])[C:30]([C:41](O)=[O:42])=[CH:29][CH:28]=1)[CH3:26].C(N(CC)C(C)C)(C)C.CN(C(ON1N=NC2C=CC=NC1=2)=[N+](C)C)C.F[P-](F)(F)(F)(F)F, predict the reaction product. The product is: [CH:19]1([C:17]([NH:16][C:14]2[N:15]=[C:10]3[CH:9]=[CH:8][C:7]([O:6][C:5]4[CH:22]=[CH:23][C:2]([NH:1][C:41]([C:30]5[C:31](=[O:40])[N:32]([C:33]6[CH:34]=[CH:35][C:36]([F:39])=[CH:37][CH:38]=6)[C:27]([CH2:25][CH3:26])=[CH:28][CH:29]=5)=[O:42])=[CH:3][C:4]=4[F:24])=[CH:12][N:11]3[CH:13]=2)=[O:18])[CH2:21][CH2:20]1. (5) Given the reactants F[C:2]1[C:7]([CH:8]2[CH2:12][CH2:11][N:10]([C:13](=[O:15])[CH3:14])[CH2:9]2)=[CH:6][CH:5]=[CH:4][N:3]=1.[NH:16]1[C:20]2[CH:21]=[CH:22][CH:23]=[CH:24][C:19]=2[N:18]=[C:17]1[C:25]([C:27]1[CH:32]=[CH:31][C:30]([OH:33])=[CH:29][CH:28]=1)=[O:26].C(=O)([O-])[O-].[Cs+].[Cs+], predict the reaction product. The product is: [NH:16]1[C:20]2[CH:21]=[CH:22][CH:23]=[CH:24][C:19]=2[N:18]=[C:17]1[C:25]([C:27]1[CH:32]=[CH:31][C:30]([O:33][C:2]2[C:7]([CH:8]3[CH2:12][CH2:11][N:10]([C:13](=[O:15])[CH3:14])[CH2:9]3)=[CH:6][CH:5]=[CH:4][N:3]=2)=[CH:29][CH:28]=1)=[O:26]. (6) Given the reactants C[Sn](C)C.C[Sn](C)C.[C:9]([CH:11]1[CH2:14][N:13]([C:15](=[O:39])[C@H:16]([NH:18][C:19]([C:21]2[C:29]3[C:24](=[N:25][CH:26]=[C:27](Br)[N:28]=3)[N:23]([CH2:31][O:32][CH2:33][CH2:34][Si:35]([CH3:38])([CH3:37])[CH3:36])[CH:22]=2)=[O:20])[CH3:17])[CH2:12]1)#[N:10].I[C:41]1[C:50]2[C:45](=[CH:46][CH:47]=[CH:48][CH:49]=2)[CH:44]=[CH:43][N:42]=1.IN1C2C(=CC=CC=2)C=CC1, predict the reaction product. The product is: [C:9]([CH:11]1[CH2:14][N:13]([C:15](=[O:39])[C@H:16]([NH:18][C:19]([C:21]2[C:29]3[C:24](=[N:25][CH:26]=[C:27]([C:41]4[C:50]5[C:45](=[CH:46][CH:47]=[CH:48][CH:49]=5)[CH:44]=[CH:43][N:42]=4)[N:28]=3)[N:23]([CH2:31][O:32][CH2:33][CH2:34][Si:35]([CH3:38])([CH3:37])[CH3:36])[CH:22]=2)=[O:20])[CH3:17])[CH2:12]1)#[N:10]. (7) Given the reactants [Cl:1][C:2]1[CH:3]=[C:4]([CH:26]=[CH:27][C:28]=1[Cl:29])[CH2:5][N:6]1[CH2:11][CH2:10][O:9][CH:8]([CH2:12][NH:13][C:14](=[O:25])[O:15]C2C=CC([N+]([O-])=O)=CC=2)[CH2:7]1.[C:30]([NH:33][C:34]1[CH:35]=[C:36]([CH:39]=[CH:40][CH:41]=1)[CH2:37][NH2:38])(=[O:32])[CH3:31], predict the reaction product. The product is: [CH:14]([OH:25])=[O:15].[Cl:1][C:2]1[CH:3]=[C:4]([CH:26]=[CH:27][C:28]=1[Cl:29])[CH2:5][N:6]1[CH2:11][CH2:10][O:9][CH:8]([CH2:12][NH:13][C:14]([NH:38][CH2:37][C:36]2[CH:35]=[C:34]([NH:33][C:30](=[O:32])[CH3:31])[CH:41]=[CH:40][CH:39]=2)=[O:25])[CH2:7]1.